Dataset: Forward reaction prediction with 1.9M reactions from USPTO patents (1976-2016). Task: Predict the product of the given reaction. (1) The product is: [Cl:1][C:2]1[CH:3]=[N+:4]([O-:27])[CH:5]=[C:6]([Cl:26])[C:7]=1[CH2:8][C@@H:9]([C:11]1[CH:16]=[CH:15][C:14]([O:17][CH:18]([F:20])[F:19])=[C:13]([O:21][CH2:22][CH:23]2[CH2:25][CH2:24]2)[CH:12]=1)[O:10][C:28]([O:29][C:30]1[CH:31]=[CH:32][C:33]([N+:36]([O-:38])=[O:37])=[CH:34][CH:35]=1)=[O:39]. Given the reactants [Cl:1][C:2]1[CH:3]=[N+:4]([O-:27])[CH:5]=[C:6]([Cl:26])[C:7]=1[CH2:8][C@@H:9]([C:11]1[CH:16]=[CH:15][C:14]([O:17][CH:18]([F:20])[F:19])=[C:13]([O:21][CH2:22][CH:23]2[CH2:25][CH2:24]2)[CH:12]=1)[OH:10].[C:28](Cl)(=[O:39])[O:29][C:30]1[CH:35]=[CH:34][C:33]([N+:36]([O-:38])=[O:37])=[CH:32][CH:31]=1, predict the reaction product. (2) Given the reactants [NH2:1][C:2]([C@@H:4]1[CH2:8][C@@H:7]([OH:9])[CH2:6][N:5]1[C:10]([O:12][C:13]([CH3:16])([CH3:15])[CH3:14])=[O:11])=O.FC(F)(F)C(OC(=O)C(F)(F)F)=O.O.C(OCC)(=O)C, predict the reaction product. The product is: [C:13]([O:12][C:10]([N:5]1[CH2:6][C@H:7]([OH:9])[CH2:8][C@H:4]1[C:2]#[N:1])=[O:11])([CH3:16])([CH3:14])[CH3:15]. (3) Given the reactants [Br:1][C:2]1[CH:3]=[C:4]([CH:8]=[O:9])[S:5][C:6]=1Br.C(=O)([O-])[O-].[K+].[K+].[F:16][C:17]1[CH:18]=[C:19]([SH:23])[CH:20]=[CH:21][CH:22]=1.O, predict the reaction product. The product is: [Br:1][C:2]1[CH:3]=[C:4]([CH:8]=[O:9])[S:5][C:6]=1[S:23][C:19]1[CH:20]=[CH:21][CH:22]=[C:17]([F:16])[CH:18]=1.